Dataset: Reaction yield outcomes from USPTO patents with 853,638 reactions. Task: Predict the reaction yield, written as a fraction of the theoretical maximum amount of product (1.0 means a 100% yield; for example, 0.34 means a 34% yield). (1) The reactants are [O:1]1[CH2:5][CH2:4]OC1.[CH:6]12[C:12]([CH3:14])([CH3:13])[CH:11]1[CH2:10][CH2:9]C(C)=[CH:7]2.N1C=CC=CC=1.[OH:22]O. The catalyst is C[Re](=O)(=O)=O. The product is [C:5]1([OH:1])([CH3:4])[CH2:9][CH2:10][CH:11]([C:12]([OH:22])([CH3:14])[CH3:13])[CH:6]=[CH:7]1. The yield is 0.698. (2) The reactants are [CH3:1][O:2][C:3]1[CH:4]=[C:5]2[C:10](=[CH:11][C:12]=1[O:13][CH3:14])[N:9]=[CH:8][N:7]=[C:6]2[O:15][C:16]1[CH:17]=[C:18]([CH:20]=[CH:21][CH:22]=1)[NH2:19].[C:23]([C:27]1[CH:31]=[C:30]([NH:32][C:33](=O)[O:34]C2C=CC=CC=2)[O:29][N:28]=1)([CH3:26])([CH3:25])[CH3:24]. No catalyst specified. The product is [C:23]([C:27]1[CH:31]=[C:30]([NH:32][C:33]([NH:19][C:18]2[CH:20]=[CH:21][CH:22]=[C:16]([O:15][C:6]3[C:5]4[C:10](=[CH:11][C:12]([O:13][CH3:14])=[C:3]([O:2][CH3:1])[CH:4]=4)[N:9]=[CH:8][N:7]=3)[CH:17]=2)=[O:34])[O:29][N:28]=1)([CH3:26])([CH3:24])[CH3:25]. The yield is 0.290.